From a dataset of Catalyst prediction with 721,799 reactions and 888 catalyst types from USPTO. Predict which catalyst facilitates the given reaction. Reactant: [CH:1]([N:4]1[C:8]([C:9]2[N:18]=[C:17]3[N:11]([CH2:12][CH2:13][O:14][C:15]4[CH:22]=[C:21]([OH:23])[CH:20]=[CH:19][C:16]=43)[CH:10]=2)=[N:7][CH:6]=[N:5]1)([CH3:3])[CH3:2].[C:24]([O:29][C:30]([CH3:33])([CH3:32])[CH3:31])(=[O:28])[C@@H:25]([CH3:27])O.CO. Product: [C:30]([O:29][C:24](=[O:28])[C@@H:25]([O:23][C:21]1[CH:20]=[CH:19][C:16]2[C:17]3[N:11]([CH2:12][CH2:13][O:14][C:15]=2[CH:22]=1)[CH:10]=[C:9]([C:8]1[N:4]([CH:1]([CH3:3])[CH3:2])[N:5]=[CH:6][N:7]=1)[N:18]=3)[CH3:27])([CH3:33])([CH3:32])[CH3:31]. The catalyst class is: 2.